Task: Predict the reactants needed to synthesize the given product.. Dataset: Full USPTO retrosynthesis dataset with 1.9M reactions from patents (1976-2016) Given the product [CH2:1]([O:8][C:9]1[C:14]([C:15]2[CH:20]=[CH:19][C:18]([CH2:21][CH:22]3[S:26][C:25](=[O:27])[NH:24][C:23]3=[O:28])=[CH:17][CH:16]=2)=[CH:13][C:12]([CH2:29][N:30]([CH3:40])[C:31](=[O:39])[CH2:32][CH2:33][CH2:34][CH2:35][CH2:36][CH2:37][CH3:38])=[CH:11][CH:10]=1)[C:2]1[CH:7]=[CH:6][CH:5]=[CH:4][CH:3]=1, predict the reactants needed to synthesize it. The reactants are: [CH2:1]([O:8][C:9]1[C:14]([C:15]2[CH:20]=[CH:19][C:18]([CH:21]=[C:22]3[S:26][C:25](=[O:27])[NH:24][C:23]3=[O:28])=[CH:17][CH:16]=2)=[CH:13][C:12]([CH2:29][N:30]([CH3:40])[C:31](=[O:39])[CH2:32][CH2:33][CH2:34][CH2:35][CH2:36][CH2:37][CH3:38])=[CH:11][CH:10]=1)[C:2]1[CH:7]=[CH:6][CH:5]=[CH:4][CH:3]=1.O1CCOCC1.[H][H].